Dataset: Reaction yield outcomes from USPTO patents with 853,638 reactions. Task: Predict the reaction yield, written as a fraction of the theoretical maximum amount of product (1.0 means a 100% yield; for example, 0.34 means a 34% yield). (1) The reactants are B(C1C=CC(CCCC(O)=O)=CC=1)(O)O.[C:16]([S:20]([C:23]1[CH:28]=[CH:27][C:26]([NH:29][C:30](=[O:48])[CH2:31][CH2:32][CH2:33][C:34]2[CH:39]=[CH:38][C:37]([B:40]3[O:45]CC(C)(C)C[O:41]3)=[CH:36][CH:35]=2)=[CH:25][C:24]=1[C:49]#[N:50])(=[O:22])=[O:21])([CH3:19])([CH3:18])[CH3:17].[OH-].[Na+]. No catalyst specified. The product is [C:16]([S:20]([C:23]1[CH:28]=[CH:27][C:26]([NH:29][C:30](=[O:48])[CH2:31][CH2:32][CH2:33][C:34]2[CH:35]=[CH:36][C:37]([B:40]([OH:41])[OH:45])=[CH:38][CH:39]=2)=[CH:25][C:24]=1[C:49]#[N:50])(=[O:22])=[O:21])([CH3:19])([CH3:17])[CH3:18]. The yield is 0.710. (2) The reactants are [Cl:1][C:2]1(C2C=CC=C(C(=O)NC)C=2)[CH:7]=[CH:6][C:5]([N:8]([C:12]2[CH:17]=[CH:16][CH:15]=[CH:14][C:13]=2[C:18]([F:21])([F:20])[F:19])[C:9](=[O:11])[NH2:10])=[C:4](NC(O)=O)[CH2:3]1.[CH3:36][NH:37][C:38]([C:40]1[CH:41]=[C:42]([CH:44]=[CH:45][CH:46]=1)[NH2:43])=[O:39].C1C=CC2N(O)N=NC=2C=1.CN1CC[O:61][CH2:60]C1.CCN=C=NCCCN(C)C.Cl. The catalyst is CN(C=O)C.O. The product is [Cl:1][C:2]1([C:60](=[O:61])[NH:43][C:42]2[CH:44]=[CH:45][CH:46]=[C:40]([C:38](=[O:39])[NH:37][CH3:36])[CH:41]=2)[CH:7]=[CH:6][C:5]([N:8]([C:12]2[CH:17]=[CH:16][CH:15]=[CH:14][C:13]=2[C:18]([F:19])([F:21])[F:20])[C:9](=[O:11])[NH2:10])=[CH:4][CH2:3]1. The yield is 0.410. (3) The yield is 0.630. The catalyst is C([O-])(=O)C.[Pd+2].C([O-])(=O)C. The product is [CH2:52]([O:65][C:60]([C:2]1[CH:3]=[C:4]2[C:8](=[CH:9][CH:10]=1)[N:7]([CH2:11][C:12]([F:13])([F:14])[F:15])[C:6]([C:16]([N:18]1[CH2:19][CH2:20][O:21][CH2:22][CH2:23]1)=[O:17])=[CH:5]2)=[O:62])[CH3:47]. The reactants are Br[C:2]1[CH:3]=[C:4]2[C:8](=[CH:9][CH:10]=1)[N:7]([CH2:11][C:12]([F:15])([F:14])[F:13])[C:6]([C:16]([N:18]1[CH2:23][CH2:22][O:21][CH2:20][CH2:19]1)=[O:17])=[CH:5]2.C1(P([C:47]2[CH:52]=CC=CC=2)CCCP(C2C=CC=CC=2)C2C=CC=CC=2)C=CC=CC=1.C(N(CC)CC)C.[CH2:60]([OH:62])C.CS(C)=[O:65]. (4) The reactants are [CH:1]([C@H:14]1[O:19][CH2:18][C@@H:17]([NH2:20])[CH2:16][CH2:15]1)([C:8]1[CH:13]=[CH:12][CH:11]=[CH:10][CH:9]=1)[C:2]1[CH:7]=[CH:6][CH:5]=[CH:4][CH:3]=1.[OH:21][C:22]1[CH:29]=[CH:28][C:25]([CH:26]=O)=[CH:24][CH:23]=1.C(O)(=O)C.[BH3-]C#N.[Na+]. The catalyst is ClCCCl.CO. The product is [CH:1]([C@H:14]1[O:19][CH2:18][C@@H:17]([NH:20][CH2:26][C:25]2[CH:28]=[CH:29][C:22]([OH:21])=[CH:23][CH:24]=2)[CH2:16][CH2:15]1)([C:8]1[CH:13]=[CH:12][CH:11]=[CH:10][CH:9]=1)[C:2]1[CH:3]=[CH:4][CH:5]=[CH:6][CH:7]=1. The yield is 0.800. (5) The reactants are O1CCCC1.[F:6][C:7]1[CH:12]=[CH:11][N:10]=[C:9]([O:13][CH2:14][C:15]2[CH:20]=[CH:19][C:18]([CH2:21][C:22](Cl)=[N:23][OH:24])=[CH:17][CH:16]=2)[CH:8]=1.[C:26]([C:28]1[C:29]([NH2:34])=[N:30][CH:31]=[CH:32][CH:33]=1)#[CH:27].C(N(CC)CC)C. The catalyst is O. The product is [F:6][C:7]1[CH:12]=[CH:11][N:10]=[C:9]([O:13][CH2:14][C:15]2[CH:20]=[CH:19][C:18]([CH2:21][C:22]3[CH:27]=[C:26]([C:28]4[C:29]([NH2:34])=[N:30][CH:31]=[CH:32][CH:33]=4)[O:24][N:23]=3)=[CH:17][CH:16]=2)[CH:8]=1. The yield is 0.220. (6) The reactants are [Cl:1][C:2]1[N:7]=[CH:6][C:5]([S:8](Cl)(=[O:10])=[O:9])=[CH:4][CH:3]=1.[OH-].[NH4+:13]. The catalyst is CCOC(C)=O. The product is [Cl:1][C:2]1[N:7]=[CH:6][C:5]([S:8]([NH2:13])(=[O:10])=[O:9])=[CH:4][CH:3]=1. The yield is 0.690.